This data is from CYP2C9 inhibition data for predicting drug metabolism from PubChem BioAssay. The task is: Regression/Classification. Given a drug SMILES string, predict its absorption, distribution, metabolism, or excretion properties. Task type varies by dataset: regression for continuous measurements (e.g., permeability, clearance, half-life) or binary classification for categorical outcomes (e.g., BBB penetration, CYP inhibition). Dataset: cyp2c9_veith. The compound is CC(C)(C)n1nnnc1C(c1cccnc1)N(Cc1ccccc1)Cc1ccco1. The result is 1 (inhibitor).